This data is from Peptide-MHC class I binding affinity with 185,985 pairs from IEDB/IMGT. The task is: Regression. Given a peptide amino acid sequence and an MHC pseudo amino acid sequence, predict their binding affinity value. This is MHC class I binding data. (1) The peptide sequence is MHYKLDEVL. The MHC is HLA-B15:17 with pseudo-sequence HLA-B15:17. The binding affinity (normalized) is 0.0847. (2) The peptide sequence is VSSPDAVTTY. The MHC is HLA-A23:01 with pseudo-sequence HLA-A23:01. The binding affinity (normalized) is 0. (3) The peptide sequence is RKCCRAKFKQLLQH. The MHC is HLA-A02:06 with pseudo-sequence HLA-A02:06. The binding affinity (normalized) is 0. (4) The peptide sequence is FSNSGADVLY. The MHC is HLA-A26:01 with pseudo-sequence HLA-A26:01. The binding affinity (normalized) is 0.244.